From a dataset of Reaction yield outcomes from USPTO patents with 853,638 reactions. Predict the reaction yield, written as a fraction of the theoretical maximum amount of product (1.0 means a 100% yield; for example, 0.34 means a 34% yield). (1) The reactants are [NH2:1][CH:2]1[C:8](=[O:9])[NH:7][C:6]2[CH:10]=[CH:11][CH:12]=[CH:13][C:5]=2[NH:4][C:3]1=[O:14].[CH:15]1([C:20](Cl)=[O:21])[CH2:19][CH2:18][CH2:17][CH2:16]1.C(N(CC)CC)C. No catalyst specified. The product is [O:9]=[C:8]1[NH:7][C:6]2[CH:10]=[CH:11][CH:12]=[CH:13][C:5]=2[NH:4][C:3](=[O:14])[CH:2]1[NH:1][C:20]([CH:15]1[CH2:19][CH2:18][CH2:17][CH2:16]1)=[O:21]. The yield is 0.870. (2) The reactants are [CH3:1][CH:2]([CH3:28])[CH:3]([NH:15][C:16]([CH:18]1[CH2:24][CH2:23][CH:22]([CH2:25][CH2:26][CH3:27])[CH2:21][CH2:20][NH:19]1)=[O:17])[CH:4]1[CH:9]([OH:10])[CH:8]([OH:11])[CH:7]([OH:12])[CH:6]([S:13][CH3:14])[O:5]1.C(O[C:32]1(O[Si](C)(C)C)[CH2:34][CH2:33]1)C.C([BH3-])#N.[Na+]. The catalyst is CO.C(O)(=O)C. The product is [CH3:1][CH:2]([CH3:28])[CH:3]([NH:15][C:16]([CH:18]1[CH2:24][CH2:23][CH:22]([CH2:25][CH2:26][CH3:27])[CH2:21][CH2:20][N:19]1[CH:32]1[CH2:34][CH2:33]1)=[O:17])[CH:4]1[CH:9]([OH:10])[CH:8]([OH:11])[CH:7]([OH:12])[CH:6]([S:13][CH3:14])[O:5]1. The yield is 0.590.